Predict the reaction yield, written as a fraction of the theoretical maximum amount of product (1.0 means a 100% yield; for example, 0.34 means a 34% yield). From a dataset of Reaction yield outcomes from USPTO patents with 853,638 reactions. (1) The catalyst is CC(C)=O. The product is [C:1]([C:4]1[CH:5]=[CH:6][C:7]([O:21][CH2:18][C:4]2[CH:5]=[CH:6][CH:7]=[CH:8][CH:9]=2)=[C:8]([N:10]([CH2:24][C:25]2[CH:30]=[CH:29][CH:28]=[CH:27][CH:26]=2)[S:11]([CH3:14])(=[O:13])=[O:12])[CH:9]=1)(=[O:3])[CH3:2]. The yield is 0.990. The reactants are [C:1]([C:4]1[CH:5]=[CH:6][C:7](O)=[C:8]([NH:10][S:11]([CH3:14])(=[O:13])=[O:12])[CH:9]=1)(=[O:3])[CH3:2].[I-].[Na+].[C:18](=[O:21])([O-])[O-].[K+].[K+].[CH2:24](Br)[C:25]1[CH:30]=[CH:29][CH:28]=[CH:27][CH:26]=1. (2) The reactants are [OH:1][C@@H:2]1[CH2:25][CH2:24][C@@:23]2([CH3:26])[C@H:4]([CH2:5][C@@H:6]([OH:28])[C@@H:7]3[C@@H:22]2[CH2:21][CH2:20][C@@:19]2([CH3:27])[C@H:8]3[CH2:9][CH2:10][C@@H:11]2[C@H:12]([CH3:18])[CH2:13][CH2:14][C:15]([OH:17])=[O:16])[CH2:3]1.O.[CH3:30]O. No catalyst specified. The product is [CH3:30][O:16][C:15](=[O:17])[CH2:14][CH2:13][C@H:12]([C@@H:11]1[C@:19]2([CH3:27])[C@H:8]([C@H:7]3[C@H:22]([CH2:21][CH2:20]2)[C@:23]2([CH3:26])[C@@H:4]([CH2:3][C@H:2]([OH:1])[CH2:25][CH2:24]2)[CH2:5][C@H:6]3[OH:28])[CH2:9][CH2:10]1)[CH3:18]. The yield is 1.00. (3) The reactants are [C:1]([C:5]1[S:9][C:8]([C:10]([NH:12][C@@H:13]([CH2:21][C:22]2[CH:27]=[CH:26][C:25](B3OC(C)(C)C(C)(C)O3)=[CH:24][CH:23]=2)[C:14]([O:16][C:17]([CH3:20])([CH3:19])[CH3:18])=[O:15])=[O:11])=[CH:7][CH:6]=1)([CH3:4])([CH3:3])[CH3:2].[Br:37][C:38]1[CH:39]=[N:40][C:41](I)=[N:42][CH:43]=1.C(#N)C.C1COCC1. The catalyst is O.CC(=O)OCC.C1C=CC(P(C2C=CC=CC=2)[C-]2C=CC=C2)=CC=1.C1C=CC(P(C2C=CC=CC=2)[C-]2C=CC=C2)=CC=1.Cl[Pd]Cl.[Fe+2]. The product is [Br:37][C:38]1[CH:39]=[N:40][C:41]([C:25]2[CH:24]=[CH:23][C:22]([CH2:21][C@H:13]([NH:12][C:10]([C:8]3[S:9][C:5]([C:1]([CH3:2])([CH3:3])[CH3:4])=[CH:6][CH:7]=3)=[O:11])[C:14]([O:16][C:17]([CH3:20])([CH3:19])[CH3:18])=[O:15])=[CH:27][CH:26]=2)=[N:42][CH:43]=1. The yield is 0.630. (4) The reactants are [N+:1]([C:4]1[CH:5]=[C:6]([C:10]([NH:12][NH2:13])=[O:11])[CH:7]=[CH:8][CH:9]=1)([O-:3])=[O:2].[N-:14]=[C:15]=[S:16].[Cl:17][C:18]1[C:19]([O:26][CH3:27])=[CH:20][C:21]([O:24][CH3:25])=[CH:22][CH:23]=1. No catalyst specified. The product is [Cl:17][C:18]1[C:19]([O:26][CH3:27])=[CH:20][C:21]([O:24][CH3:25])=[C:22]([NH:14][C:15]([NH:13][NH:12][C:10]([C:6]2[CH:7]=[CH:8][CH:9]=[C:4]([N+:1]([O-:3])=[O:2])[CH:5]=2)=[O:11])=[S:16])[CH:23]=1. The yield is 0.970. (5) The reactants are [CH2:1]([N:3]1[CH2:8][CH2:7][C:6](=O)[CH2:5][CH2:4]1)[CH3:2].[C:10]1([CH2:16][N:17]2[CH2:22][CH2:21][NH:20][CH2:19][CH2:18]2)[CH:15]=[CH:14][CH:13]=[CH:12][CH:11]=1. No catalyst specified. The product is [CH2:1]([N:3]1[CH2:8][CH2:7][CH:6]([N:20]2[CH2:21][CH2:22][N:17]([CH2:16][C:10]3[CH:11]=[CH:12][CH:13]=[CH:14][CH:15]=3)[CH2:18][CH2:19]2)[CH2:5][CH2:4]1)[CH3:2]. The yield is 0.710. (6) The product is [ClH:10].[OH:19][C:20]1[CH:21]=[C:22]([CH2:27][CH2:28][CH2:29][CH2:30][NH:31][C:14]([NH:13][C:11]([C:4]2[C:3]([NH2:2])=[N:8][C:7]([NH2:9])=[C:6]([Cl:10])[N:5]=2)=[O:12])=[NH:17])[CH:23]=[CH:24][C:25]=1[OH:26]. The catalyst is C1COCC1.C(N(CC)CC)C. The yield is 0.510. The reactants are I.[NH2:2][C:3]1[C:4]([C:11]([NH:13][C:14](=[NH:17])SC)=[O:12])=[N:5][C:6]([Cl:10])=[C:7]([NH2:9])[N:8]=1.Br.[OH:19][C:20]1[CH:21]=[C:22]([CH2:27][CH2:28][CH2:29][CH2:30][NH2:31])[CH:23]=[CH:24][C:25]=1[OH:26].